This data is from Peptide-MHC class I binding affinity with 185,985 pairs from IEDB/IMGT. The task is: Regression. Given a peptide amino acid sequence and an MHC pseudo amino acid sequence, predict their binding affinity value. This is MHC class I binding data. The peptide sequence is FLGPLLVLQA. The MHC is HLA-A11:01 with pseudo-sequence HLA-A11:01. The binding affinity (normalized) is 0.